Predict the product of the given reaction. From a dataset of Forward reaction prediction with 1.9M reactions from USPTO patents (1976-2016). (1) Given the reactants Cl.[O:2]=[C:3]1[NH:11][C:6]2=[N:7][CH:8]=[CH:9][CH:10]=[C:5]2[C:4]21[CH2:19][C:18]1[C:13](=[CH:14][CH:15]=[C:16]([NH:20][C:21]3[N:26]=[CH:25][N:24]=[C:23]([C:27]([OH:29])=O)[CH:22]=3)[CH:17]=1)[CH2:12]2.[S:30]1[C:39]2[CH2:38][CH2:37][NH:36][CH2:35][CH2:34][C:33]=2[N:32]=[CH:31]1.CCN(C(C)C)C(C)C.CN(C(ON1N=NC2C=CC=CC1=2)=[N+](C)C)C.[B-](F)(F)(F)F, predict the reaction product. The product is: [S:30]1[C:39]2[CH2:38][CH2:37][N:36]([C:27]([C:23]3[N:24]=[CH:25][N:26]=[C:21]([NH:20][C:16]4[CH:17]=[C:18]5[C:13](=[CH:14][CH:15]=4)[CH2:12][C:4]4([C:5]6[C:6](=[N:7][CH:8]=[CH:9][CH:10]=6)[NH:11][C:3]4=[O:2])[CH2:19]5)[CH:22]=3)=[O:29])[CH2:35][CH2:34][C:33]=2[N:32]=[CH:31]1. (2) Given the reactants C1(C(C2C=CC=CC=2)[N:8]2[CH2:11][CH:10]([N:12]3[CH2:17][CH2:16][N:15]([CH2:18][CH3:19])[CH2:14][CH2:13]3)[CH2:9]2)C=CC=CC=1, predict the reaction product. The product is: [NH:8]1[CH2:11][CH:10]([N:12]2[CH2:17][CH2:16][N:15]([CH2:18][CH3:19])[CH2:14][CH2:13]2)[CH2:9]1. (3) Given the reactants F[C:2]1[CH:7]=[CH:6][C:5]([N+:8]([O-:10])=[O:9])=[CH:4][CH:3]=1.[NH:11]1[CH2:16][CH2:15][CH:14]([C:17]([O:19][CH2:20][CH3:21])=[O:18])[CH2:13][CH2:12]1.C([O-])([O-])=O.[K+].[K+], predict the reaction product. The product is: [N+:8]([C:5]1[CH:6]=[CH:7][C:2]([N:11]2[CH2:16][CH2:15][CH:14]([C:17]([O:19][CH2:20][CH3:21])=[O:18])[CH2:13][CH2:12]2)=[CH:3][CH:4]=1)([O-:10])=[O:9]. (4) Given the reactants Br[C:2]1[N:7]=[C:6]([CH:8]([F:16])[CH2:9][N:10]2[CH2:15][CH2:14][O:13][CH2:12][CH2:11]2)[CH:5]=[CH:4][CH:3]=1.[NH2:17][C:18]1[S:19][C:20]([C:26]2[CH:31]=[CH:30][C:29]([C:32]([OH:35])([CH3:34])[CH3:33])=[CH:28][C:27]=2[F:36])=[CH:21][C:22]=1[C:23]([NH2:25])=[O:24], predict the reaction product. The product is: [F:36][C:27]1[CH:28]=[C:29]([C:32]([OH:35])([CH3:33])[CH3:34])[CH:30]=[CH:31][C:26]=1[C:20]1[S:19][C:18]([NH:17][C:2]2[CH:3]=[CH:4][CH:5]=[C:6]([CH:8]([F:16])[CH2:9][N:10]3[CH2:15][CH2:14][O:13][CH2:12][CH2:11]3)[N:7]=2)=[C:22]([C:23]([NH2:25])=[O:24])[CH:21]=1. (5) The product is: [NH2:32][C:25]1[C:26]2[C:31](=[CH:30][CH:29]=[CH:28][CH:27]=2)[C:22]([O:21][C:19]2[CH:18]=[CH:17][N:16]=[C:15]([NH:14][C:8]3[CH:9]=[CH:10][CH:11]=[CH:12][CH:13]=3)[CH:20]=2)=[CH:23][CH:24]=1. Given the reactants C(O)(C(F)(F)F)=O.[C:8]1([NH:14][C:15]2[CH:20]=[C:19]([O:21][C:22]3[C:31]4[C:26](=[CH:27][CH:28]=[CH:29][CH:30]=4)[C:25]([NH:32]C(=O)OC(C)(C)C)=[CH:24][CH:23]=3)[CH:18]=[CH:17][N:16]=2)[CH:13]=[CH:12][CH:11]=[CH:10][CH:9]=1, predict the reaction product. (6) Given the reactants S(Cl)([Cl:3])=O.O[CH2:6][CH2:7][S:8][C:9]1[CH:14]=[CH:13][N:12]=[CH:11][CH:10]=1, predict the reaction product. The product is: [ClH:3].[Cl:3][CH2:6][CH2:7][S:8][C:9]1[CH:14]=[CH:13][N:12]=[CH:11][CH:10]=1. (7) Given the reactants [NH2:1][C:2]1[C:3]([SH:13])=[N:4][C:5](=[O:12])[N:6]([CH2:9][CH2:10][CH3:11])[C:7]=1[NH2:8].[CH:14]1([C:20](O)=O)[CH2:19][CH2:18][CH2:17][CH2:16][CH2:15]1.Cl.[CH2:24](N=C=NCCCN(C)C)C.[OH-].[Na+].Cl.CI, predict the reaction product. The product is: [CH:14]1([C:20]2[NH:1][C:2]3[C:3]([S:13][CH3:24])=[N:4][C:5](=[O:12])[N:6]([CH2:9][CH2:10][CH3:11])[C:7]=3[N:8]=2)[CH2:19][CH2:18][CH2:17][CH2:16][CH2:15]1. (8) The product is: [CH3:29][C:24]1[CH:25]=[C:26]([CH3:28])[CH:27]=[C:22]([CH3:21])[C:23]=1[S:30]([OH:33])(=[O:32])=[O:31].[C:40]([O:39][C:37](=[O:38])[NH:36][CH2:35][CH2:34][N:14]1[CH2:15][CH:16]2[O:18][CH:12]([CH2:11][N:10]([CH2:3][C:4]3[CH:5]=[CH:6][CH:7]=[CH:8][CH:9]=3)[CH2:17]2)[CH2:13]1)([CH3:43])([CH3:42])[CH3:41]. Given the reactants Cl.Cl.[CH2:3]([N:10]1[CH2:17][CH:16]2[O:18][CH:12]([CH2:13][NH:14][CH2:15]2)[CH2:11]1)[C:4]1[CH:9]=[CH:8][CH:7]=[CH:6][CH:5]=1.[OH-].[Na+].[CH3:21][C:22]1[CH:27]=[C:26]([CH3:28])[CH:25]=[C:24]([CH3:29])[C:23]=1[S:30]([O:33][CH2:34][CH2:35][NH:36][C:37]([O:39][C:40]([CH3:43])([CH3:42])[CH3:41])=[O:38])(=[O:32])=[O:31].C(O)(=O)CC(CC(O)=O)(C(O)=O)O, predict the reaction product. (9) Given the reactants [C:1]([C:5]1[CH:10]=[CH:9][C:8]([N:11]2[C:15]([OH:16])=[C:14]([C:17](=O)[CH3:18])[C:13]([CH3:20])=[N:12]2)=[CH:7][CH:6]=1)([CH3:4])([CH3:3])[CH3:2].[NH:21]1[C:25]([C:26]2[CH:35]=[CH:34][C:29]([C:30]([NH:32][NH2:33])=[O:31])=[CH:28][CH:27]=2)=[N:24][N:23]=[N:22]1, predict the reaction product. The product is: [C:1]([C:5]1[CH:10]=[CH:9][C:8]([N:11]2[C:15](=[O:16])[C:14](=[C:17]([NH:33][NH:32][C:30](=[O:31])[C:29]3[CH:34]=[CH:35][C:26]([C:25]4[NH:24][N:23]=[N:22][N:21]=4)=[CH:27][CH:28]=3)[CH3:18])[C:13]([CH3:20])=[N:12]2)=[CH:7][CH:6]=1)([CH3:4])([CH3:3])[CH3:2].